From a dataset of Full USPTO retrosynthesis dataset with 1.9M reactions from patents (1976-2016). Predict the reactants needed to synthesize the given product. (1) Given the product [CH3:1][O:2][C:6]1[CH:11]=[C:10]([O:17][CH3:16])[CH:9]=[CH:8][C:7]=1[N+:13]([O-:15])=[O:14], predict the reactants needed to synthesize it. The reactants are: [CH3:1][O-:2].[Na+].[Na].Cl[C:6]1[CH:11]=[C:10](Cl)[CH:9]=[CH:8][C:7]=1[N+:13]([O-:15])=[O:14].[CH3:16][OH:17]. (2) The reactants are: Br[CH2:2][CH:3]([CH3:5])[CH3:4].[CH3:6][C:7]([CH:9]1[CH2:14][C:13]([CH3:16])([CH3:15])[CH2:12][CH2:11][CH2:10]1)=[O:8]. Given the product [CH3:15][C:13]1([CH3:16])[CH2:12][CH2:11][CH2:10][CH:9]([C:7]([OH:8])([CH2:2][CH:3]([CH3:5])[CH3:4])[CH3:6])[CH2:14]1, predict the reactants needed to synthesize it. (3) Given the product [CH3:11][C:9]1[CH:10]=[C:2]([C:12]2[CH:17]=[CH:16][CH:15]=[CH:14][CH:13]=2)[C:3]([C:4]([OH:6])=[O:5])=[CH:7][CH:8]=1, predict the reactants needed to synthesize it. The reactants are: I[C:2]1[CH:10]=[C:9]([CH3:11])[CH:8]=[CH:7][C:3]=1[C:4]([OH:6])=[O:5].[C:12]1(B(O)O)[CH:17]=[CH:16][CH:15]=[CH:14][CH:13]=1.Cl. (4) Given the product [OH:10][C:9]([CH2:2][Si:3]([CH3:6])([CH3:5])[CH3:4])([CH2:2][Si:3]([CH3:6])([CH3:5])[CH3:4])[C:8]([O:13][C:14]1([CH2:21][CH3:22])[CH2:18][CH2:17][CH2:16][CH2:15]1)=[O:12], predict the reactants needed to synthesize it. The reactants are: Cl[CH2:2][Si:3]([CH3:6])([CH3:5])[CH3:4].[Mg].[C:8]([O:13][C:14]1([CH2:21][CH3:22])[CH2:18][CH2:17][CH2:16][CH:15]1CC)(=[O:12])[C:9]([O-])=[O:10].[Cl-].[NH4+]. (5) Given the product [F:1][C:2]1[CH:30]=[CH:29][C:5]([O:6][C:7]2[C:8]([C:17]([NH:19][C:20]3[S:58][CH:59]=[C:60]([C:62]([OH:64])=[O:63])[N:61]=3)=[O:18])=[N:9][C:10]3[C:15]([N:16]=2)=[CH:14][CH:13]=[CH:12][CH:11]=3)=[C:4]([O:31][CH3:32])[CH:3]=1, predict the reactants needed to synthesize it. The reactants are: [F:1][C:2]1[CH:30]=[CH:29][C:5]([O:6][C:7]2[C:8]([C:17]([NH:19][C:20]3C=C(C=CC=3)C(O)=O)=[O:18])=[N:9][C:10]3[C:15]([N:16]=2)=[CH:14][CH:13]=[CH:12][CH:11]=3)=[C:4]([O:31][CH3:32])[CH:3]=1.FC1C=CC(OC2C(C(O)=O)=NC3C(N=2)=CC=CC=3)=C(OC)C=1.NC1[S:58][CH:59]=[C:60]([C:62]([O:64]CC)=[O:63])[N:61]=1. (6) Given the product [O:3]1[C:7]2[CH:8]=[CH:9][CH:10]=[C:11]([CH:12]3[CH2:17][CH2:16][N:15]([CH2:18][CH2:19][C@H:20]4[CH2:21][CH2:22][C@H:23]([NH:26][C:30]([CH:27]5[CH2:29][CH2:28]5)=[O:31])[CH2:24][CH2:25]4)[CH2:14][CH2:13]3)[C:6]=2[CH2:5][CH2:4]1, predict the reactants needed to synthesize it. The reactants are: Cl.Cl.[O:3]1[C:7]2[CH:8]=[CH:9][CH:10]=[C:11]([CH:12]3[CH2:17][CH2:16][N:15]([CH2:18][CH2:19][C@H:20]4[CH2:25][CH2:24][C@H:23]([NH2:26])[CH2:22][CH2:21]4)[CH2:14][CH2:13]3)[C:6]=2[CH2:5][CH2:4]1.[CH:27]1([C:30](O)=[O:31])[CH2:29][CH2:28]1. (7) The reactants are: [N+:1]([C:4]1[CH:13]=[CH:12][C:7]([C:8]([O:10][CH3:11])=[O:9])=[C:6]([CH:14]=[CH2:15])[CH:5]=1)([O-])=O. Given the product [NH2:1][C:4]1[CH:13]=[CH:12][C:7]([C:8]([O:10][CH3:11])=[O:9])=[C:6]([CH2:14][CH3:15])[CH:5]=1, predict the reactants needed to synthesize it. (8) Given the product [NH2:19][C:2]1[CH:3]=[C:4]([C:8]2([OH:12])[CH2:11][O:10][CH2:9]2)[CH:5]=[CH:6][CH:7]=1, predict the reactants needed to synthesize it. The reactants are: Br[C:2]1[CH:3]=[C:4]([C:8]2([OH:12])[CH2:11][O:10][CH2:9]2)[CH:5]=[CH:6][CH:7]=1.C(OCC)(=O)C.[NH3:19]. (9) Given the product [CH2:2]([C:1]1[N:19]([CH2:18][CH2:17][CH2:16][O:15][Si:8]([C:11]([CH3:14])([CH3:13])[CH3:12])([CH3:10])[CH3:9])[C:20]2[C:29]3[CH:28]=[CH:27][CH:26]=[CH:25][C:24]=3[N:23]=[CH:22][C:21]=2[N:30]=1)[CH2:3][CH2:4][CH3:5], predict the reactants needed to synthesize it. The reactants are: [C:1](Cl)(=O)[CH2:2][CH2:3][CH2:4][CH3:5].[Si:8]([O:15][CH2:16][CH2:17][CH2:18][NH:19][C:20]1[C:29]2[C:24](=[CH:25][CH:26]=[CH:27][CH:28]=2)[N:23]=[CH:22][C:21]=1[NH2:30])([C:11]([CH3:14])([CH3:13])[CH3:12])([CH3:10])[CH3:9]. (10) The reactants are: [CH2:1]1[CH:6]2[CH2:7][C:8]3([NH2:11])[CH2:10][CH:4]([CH2:5]2)[CH2:3][CH:2]1[CH2:9]3.Cl[CH2:13][C:14]1[N:18]=[C:17]([C:19]2[CH:24]=[CH:23][C:22]([C:25]([F:28])([F:27])[F:26])=[CH:21][CH:20]=2)[O:16][N:15]=1. Given the product [F:28][C:25]([F:26])([F:27])[C:22]1[CH:21]=[CH:20][C:19]([C:17]2[O:16][N:15]=[C:14]([CH2:13][NH:11][C:8]34[CH2:10][CH:4]5[CH2:5][CH:6]([CH2:1][CH:2]([CH2:3]5)[CH2:9]3)[CH2:7]4)[N:18]=2)=[CH:24][CH:23]=1, predict the reactants needed to synthesize it.